From a dataset of Reaction yield outcomes from USPTO patents with 853,638 reactions. Predict the reaction yield, written as a fraction of the theoretical maximum amount of product (1.0 means a 100% yield; for example, 0.34 means a 34% yield). (1) The reactants are C(O[C:4](=O)[CH2:5][C:6]([C@@H:8]1[CH2:12][CH2:11][CH2:10][N:9]1[C:13]([O:15]C(C)(C)C)=O)=O)C.C([C:23]1[S:24][C:25]([C:28]([OH:30])=[O:29])=[CH:26][CH:27]=1)=O.N1CCCCC1.[NH2:37]/[C:38](/[CH2:45][CH2:46][C:47]1[CH:52]=[CH:51][C:50]([F:53])=[CH:49][CH:48]=1)=[CH:39]\[C:40]([O:42][CH2:43][CH3:44])=[O:41].C(O)(C(F)(F)F)=O. The catalyst is CCOCC.CC#N.CO.CCOC(C)=O.O.CN(C=O)C. The product is [CH2:43]([O:42][C:40]([C:39]1[C:38]([CH2:45][CH2:46][C:47]2[CH:48]=[CH:49][C:50]([F:53])=[CH:51][CH:52]=2)=[N:37][C:6]2[C@H:8]3[N:9]([C:13](=[O:15])[C:5]=2[C:4]=1[C:23]1[S:24][C:25]([C:28]([OH:30])=[O:29])=[CH:26][CH:27]=1)[CH2:10][CH2:11][CH2:12]3)=[O:41])[CH3:44]. The yield is 0.440. (2) The reactants are [CH3:1][O:2][C:3]1[CH:4]=[C:5]2[C:10](=[CH:11][C:12]=1[O:13][CH3:14])[NH:9][CH:8]=[CH:7][C:6]2=[O:15].Br[C:17]1[CH:22]=[CH:21][C:20]([N+:23]([O-:25])=[O:24])=[CH:19][N:18]=1.C(=O)([O-])[O-].[K+].[K+]. The catalyst is CN(C)C=O.C(OCC)(=O)C. The product is [CH3:1][O:2][C:3]1[CH:4]=[C:5]2[C:10](=[CH:11][C:12]=1[O:13][CH3:14])[N:9]=[CH:8][CH:7]=[C:6]2[O:15][C:17]1[CH:22]=[CH:21][C:20]([N+:23]([O-:25])=[O:24])=[CH:19][N:18]=1. The yield is 0.340. (3) The reactants are C[Si](C)(C)CCOC[N:7]1[C:11]2[CH:12]=[CH:13][CH:14]=[CH:15][C:10]=2[N:9]=[C:8]1[CH:16]=O.[N:20]1[CH:25]=[CH:24][CH:23]=[CH:22][C:21]=1[CH2:26][NH:27][S:28]([C:31]1[CH:36]=[CH:35][CH:34]=[C:33]([CH2:37][NH:38][CH:39]2[C:48]3[N:47]=[CH:46][CH:45]=[CH:44][C:43]=3[CH2:42][CH2:41][CH2:40]2)[CH:32]=1)(=[O:30])=[O:29].C(O)(=O)C.C(O[BH-](OC(=O)C)OC(=O)C)(=O)C.[Na+]. The catalyst is C1COCC1. The product is [NH:9]1[C:10]2[CH:15]=[CH:14][CH:13]=[CH:12][C:11]=2[N:7]=[C:8]1[CH2:16][N:38]([CH2:37][C:33]1[CH:32]=[C:31]([S:28]([NH:27][CH2:26][C:21]2[CH:22]=[CH:23][CH:24]=[CH:25][N:20]=2)(=[O:29])=[O:30])[CH:36]=[CH:35][CH:34]=1)[CH:39]1[C:48]2[N:47]=[CH:46][CH:45]=[CH:44][C:43]=2[CH2:42][CH2:41][CH2:40]1. The yield is 0.380. (4) The reactants are [Si]([O:8][CH2:9][C@H:10]1[CH2:15][CH2:14][C@H:13]([C:16]2[N:17]=[N:18][N:19]3[C:24]=2[C:23]2[CH:25]=[CH:26][NH:27][C:22]=2[N:21]=[CH:20]3)[CH2:12][CH2:11]1)(C(C)(C)C)(C)C.[Si](OCC1C=CC(C2N=NN3C=2C2C=CNC=2N=C3)=CC=1)(C(C)(C)C)(C)C. No catalyst specified. The product is [C:16]1([C@H:13]2[CH2:12][CH2:11][C@H:10]([CH2:9][OH:8])[CH2:15][CH2:14]2)[N:17]=[N:18][N:19]2[C:24]=1[C:23]1[CH:25]=[CH:26][NH:27][C:22]=1[N:21]=[CH:20]2. The yield is 0.780. (5) The reactants are [Br-].[Br-].[Br-].C1([N+](C)(C)C)C=CC=CC=1.C1([N+](C)(C)C)C=CC=CC=1.C1([N+](C)(C)C)C=CC=CC=1.[F:34][C:35]([F:50])([F:49])[C:36]1[CH:37]=[C:38]([C:46](=O)[CH3:47])[CH:39]=[C:40]([C:42]([F:45])([F:44])[F:43])[CH:41]=1.S([O-])([O-])(=O)=O.[Na+].[Na+].[NH2:58][C:59]([NH2:61])=[S:60].C(=O)([O-])O.[Na+]. The catalyst is O1CCCC1.C(O)C.O. The product is [NH2:61][C:59]1[S:60][CH:47]=[C:46]([C:38]2[CH:37]=[C:36]([C:35]([F:50])([F:49])[F:34])[CH:41]=[C:40]([C:42]([F:45])([F:44])[F:43])[CH:39]=2)[N:58]=1. The yield is 0.833. (6) The reactants are [O:1]=[C:2]([CH2:9][C:10]([O:12][CH2:13][CH3:14])=[O:11])[CH2:3][C:4]([O:6][CH2:7][CH3:8])=[O:5].[Li+].[CH3:16]C([N-]C(C)C)C.CI.Cl. The catalyst is CCOCC. The product is [CH3:16][CH:9]([C:2](=[O:1])[CH2:3][C:4]([O:6][CH2:7][CH3:8])=[O:5])[C:10]([O:12][CH2:13][CH3:14])=[O:11]. The yield is 0.230. (7) The reactants are Br[C:2]1[C:3]2[C:8]([C:9]([C:16]3[CH:21]=[CH:20][CH:19]=[CH:18][CH:17]=3)=[C:10]3[C:15]=1[CH:14]=[CH:13][CH:12]=[CH:11]3)=[CH:7][CH:6]=[CH:5][CH:4]=2.[Li]CCCC.[I:27]I.S([O-])([O-])(=O)=S.[Na+].[Na+]. The catalyst is C1COCC1. The product is [I:27][C:2]1[C:3]2[C:8]([C:9]([C:16]3[CH:21]=[CH:20][CH:19]=[CH:18][CH:17]=3)=[C:10]3[C:15]=1[CH:14]=[CH:13][CH:12]=[CH:11]3)=[CH:7][CH:6]=[CH:5][CH:4]=2. The yield is 0.830. (8) The reactants are O[C:2]([C:5]1[NH:23][C:8]2=[C:9]([C:21]#[N:22])[C:10]([CH3:20])=[C:11]([C:14]3[CH:19]=[CH:18][CH:17]=[CH:16][CH:15]=3)[C:12](=O)[N:7]2[N:6]=1)([CH3:4])[CH3:3].P(Cl)(Cl)([Cl:26])=O. No catalyst specified. The product is [Cl:26][C:12]1[N:7]2[N:6]=[C:5]([C:2]([CH3:4])=[CH2:3])[N:23]=[C:8]2[C:9]([C:21]#[N:22])=[C:10]([CH3:20])[C:11]=1[C:14]1[CH:19]=[CH:18][CH:17]=[CH:16][CH:15]=1. The yield is 0.970. (9) The reactants are [CH3:1][C:2]1([C:8]([OH:10])=O)[CH2:7][CH2:6][CH2:5][CH2:4][CH2:3]1.[S:11]1[CH:15]=[CH:14][CH:13]=[C:12]1[CH2:16][NH2:17].C(N(CC)CC)C.CCN=C=NCCCN(C)C. The catalyst is C(Cl)Cl.CN(C1C=CN=CC=1)C. The product is [S:11]1[CH:15]=[CH:14][CH:13]=[C:12]1[CH2:16][NH:17][C:8]([C:2]1([CH3:1])[CH2:3][CH2:4][CH2:5][CH2:6][CH2:7]1)=[O:10]. The yield is 0.820. (10) The reactants are [CH2:1]([O:3][C:4]([C:6]1[CH:7]=[N:8][C:9]2[C:14]([C:15]=1Cl)=[CH:13][CH:12]=[CH:11][C:10]=2[O:17][CH3:18])=[O:5])[CH3:2].[CH2:19]([CH:21]([NH2:24])[CH2:22][CH3:23])[CH3:20]. No catalyst specified. The product is [CH2:1]([O:3][C:4]([C:6]1[CH:7]=[N:8][C:9]2[C:14]([C:15]=1[NH:24][CH:21]([CH2:22][CH3:23])[CH2:19][CH3:20])=[CH:13][CH:12]=[CH:11][C:10]=2[O:17][CH3:18])=[O:5])[CH3:2]. The yield is 1.00.